From a dataset of Full USPTO retrosynthesis dataset with 1.9M reactions from patents (1976-2016). Predict the reactants needed to synthesize the given product. (1) The reactants are: [Cl:1][C:2]1[N:7]=[C:6]([Cl:8])[CH:5]=[CH:4][N:3]=1.[CH2:9]([NH2:11])[CH3:10]. Given the product [Cl:1][C:2]1[N:7]=[C:6]([NH:11][CH2:9][CH3:10])[CH:5]=[CH:4][N:3]=1.[Cl:8][C:6]1[CH:5]=[CH:4][N:3]=[C:2]([NH:11][CH2:9][CH3:10])[N:7]=1, predict the reactants needed to synthesize it. (2) The reactants are: [OH:1][C:2]1[C:3](=[O:13])[C:4]2[C:9]([C:10](=[O:12])[CH:11]=1)=[CH:8][CH:7]=[CH:6][CH:5]=2.[CH:14](=O)[CH2:15][CH2:16][CH3:17]. Given the product [OH:1][C:2]1[C:3](=[O:13])[C:4]2[C:9]([C:10](=[O:12])[C:11]=1[CH:14]=[CH:15][CH2:16][CH3:17])=[CH:8][CH:7]=[CH:6][CH:5]=2, predict the reactants needed to synthesize it. (3) Given the product [OH:46][CH:43]1[CH2:44][CH2:45][N:41]([C:4](=[O:6])[CH2:3][S:7](=[O:8])([C:35]2[CH:36]=[CH:37][CH:38]=[CH:39][CH:40]=2)=[N:9][C:10](=[O:11])[C:12]2[CH:17]=[C:16]([C:18]#[C:19][C:20]3[CH:25]=[CH:24][CH:23]=[C:22]([NH:26][C:27]([C:29]4[O:30][CH:31]=[CH:32][C:33]=4[CH3:34])=[O:28])[CH:21]=3)[CH:15]=[N:14][CH:13]=2)[CH2:42]1, predict the reactants needed to synthesize it. The reactants are: C([C@H:3]([S:7]([C:35]1[CH:40]=[CH:39][CH:38]=[CH:37][CH:36]=1)(=[N:9][C:10]([C:12]1[CH:13]=[N:14][CH:15]=[C:16]([C:18]#[C:19][C:20]2[CH:25]=[CH:24][CH:23]=[C:22]([NH:26][C:27]([C:29]3[O:30][CH:31]=[CH:32][C:33]=3[CH3:34])=[O:28])[CH:21]=2)[CH:17]=1)=[O:11])=[O:8])[C:4]([O-:6])=O)C.[NH:41]1[CH2:45][CH2:44][CH:43]([OH:46])[CH2:42]1. (4) Given the product [CH2:30]([N:27]1[CH2:28][CH2:29][CH:25]([C:22]2[N:21]=[C:20]([CH3:37])[C:19]([N:18]([CH2:39][CH:40]([CH3:42])[CH3:41])[S:15]([C:12]3[CH:11]=[CH:10][C:9]([O:8][CH2:7][C:6]4[C:2]([CH3:1])=[N:3][O:4][C:5]=4[CH3:38])=[CH:14][CH:13]=3)(=[O:16])=[O:17])=[CH:24][CH:23]=2)[CH2:26]1)[C:31]1[CH:32]=[CH:33][CH:34]=[CH:35][CH:36]=1, predict the reactants needed to synthesize it. The reactants are: [CH3:1][C:2]1[C:6]([CH2:7][O:8][C:9]2[CH:14]=[CH:13][C:12]([S:15]([NH:18][C:19]3[C:20]([CH3:37])=[N:21][C:22]([CH:25]4[CH2:29][CH2:28][N:27]([CH2:30][C:31]5[CH:36]=[CH:35][CH:34]=[CH:33][CH:32]=5)[CH2:26]4)=[CH:23][CH:24]=3)(=[O:17])=[O:16])=[CH:11][CH:10]=2)=[C:5]([CH3:38])[O:4][N:3]=1.[CH3:39][C:40](N=C(N(C)C)N(C)C)([CH3:42])[CH3:41].BrCC(C)C. (5) Given the product [CH2:60]([N:59]([CH2:62][CH3:63])[C:57](=[O:58])[C:54]1[CH:53]=[CH:52][C:51]([C:50](=[C:47]2[CH2:46][CH2:45][NH:44][CH2:49][CH2:48]2)[C:64]2[CH:69]=[CH:68][CH:67]=[CH:66][C:65]=2[NH:70][S:74]([CH2:73][C:72]([F:79])([F:78])[F:71])(=[O:76])=[O:75])=[CH:56][CH:55]=1)[CH3:61], predict the reactants needed to synthesize it. The reactants are: C(N(CC)C(=O)C1C=CC(C(C2C=CC=CC=2NS(C2C=CC=CC=2)(=O)=O)=C2CCNCC2)=CC=1)C.CC(OC([N:44]1[CH2:49][CH2:48][C:47](=[C:50]([C:64]2[CH:69]=[CH:68][CH:67]=[CH:66][C:65]=2[NH2:70])[C:51]2[CH:56]=[CH:55][C:54]([C:57]([N:59]([CH2:62][CH3:63])[CH2:60][CH3:61])=[O:58])=[CH:53][CH:52]=2)[CH2:46][CH2:45]1)=O)(C)C.[F:71][C:72]([F:79])([F:78])[CH2:73][S:74](Cl)(=[O:76])=[O:75].C(O)(C(F)(F)F)=O. (6) The reactants are: [NH2:1][CH:2]([CH3:9])[CH2:3][NH:4][S:5]([CH3:8])(=[O:7])=[O:6].[Cl:10][C:11]1[N:16]=[C:15](Cl)[C:14]([Cl:18])=[CH:13][N:12]=1.CCN(CC)CC. Given the product [Cl:10][C:11]1[N:16]=[C:15]([NH:1][CH:2]([CH3:9])[CH2:3][NH:4][S:5]([CH3:8])(=[O:7])=[O:6])[C:14]([Cl:18])=[CH:13][N:12]=1, predict the reactants needed to synthesize it. (7) Given the product [ClH:32].[ClH:32].[N:7]1([CH2:12][CH2:13][CH2:14][O:15][C:16]2[CH:21]=[CH:20][C:19]([C:22]3([CH2:28][NH2:29])[CH2:23][CH2:24][O:25][CH2:26][CH2:27]3)=[CH:18][CH:17]=2)[CH2:11][CH2:10][CH2:9][CH2:8]1, predict the reactants needed to synthesize it. The reactants are: [H-].[H-].[H-].[H-].[Li+].[Al+3].[N:7]1([CH2:12][CH2:13][CH2:14][O:15][C:16]2[CH:21]=[CH:20][C:19]([C:22]3([C:28]#[N:29])[CH2:27][CH2:26][O:25][CH2:24][CH2:23]3)=[CH:18][CH:17]=2)[CH2:11][CH2:10][CH2:9][CH2:8]1.[OH-].[Na+].[ClH:32]. (8) Given the product [CH3:23][C:9]1[C:10]([CH2:11][C:12]2[CH:17]=[CH:16][CH:15]=[C:14]([C:18]([F:21])([F:20])[F:19])[C:13]=2[CH3:22])=[C:6]2[N:5]=[C:4]([N:24]3[CH2:29][CH2:28][O:27][CH2:26][CH2:25]3)[CH:3]=[C:2]([C:30]([OH:32])=[O:31])[N:7]2[N:8]=1, predict the reactants needed to synthesize it. The reactants are: Cl[C:2]1[N:7]2[N:8]=[C:9]([CH3:23])[C:10]([CH2:11][C:12]3[CH:17]=[CH:16][CH:15]=[C:14]([C:18]([F:21])([F:20])[F:19])[C:13]=3[CH3:22])=[C:6]2[N:5]=[C:4]([N:24]2[CH2:29][CH2:28][O:27][CH2:26][CH2:25]2)[CH:3]=1.[CH3:30][OH:31].[OH-:32].[Na+].Cl. (9) Given the product [NH2:12][S:9]([C:4]1[C:3]([OH:13])=[C:2]([NH:1][C:18]([NH:17][CH:14]([CH3:16])[CH3:15])=[O:19])[CH:7]=[CH:6][C:5]=1[Cl:8])(=[O:11])=[O:10], predict the reactants needed to synthesize it. The reactants are: [NH2:1][C:2]1[C:3]([OH:13])=[C:4]([S:9]([NH2:12])(=[O:11])=[O:10])[C:5]([Cl:8])=[CH:6][CH:7]=1.[CH:14]([N:17]=[C:18]=[O:19])([CH3:16])[CH3:15].